Dataset: Forward reaction prediction with 1.9M reactions from USPTO patents (1976-2016). Task: Predict the product of the given reaction. (1) Given the reactants [Br:1][C:2]1[CH:8]=[C:7]([CH3:9])[C:5]([NH2:6])=[C:4]([CH3:10])[CH:3]=1.[CH:11]([CH:13]=O)=O.[F:15][C:16]1[CH:23]=[CH:22][C:19]([CH:20]=O)=[CH:18][CH:17]=1.[Cl-].[NH4+:25].P(=O)(O)(O)O, predict the reaction product. The product is: [Br:1][C:2]1[CH:8]=[C:7]([CH3:9])[C:5]([N:6]2[CH:13]=[CH:11][N:25]=[C:20]2[C:19]2[CH:22]=[CH:23][C:16]([F:15])=[CH:17][CH:18]=2)=[C:4]([CH3:10])[CH:3]=1. (2) Given the reactants [CH3:1][O:2][C:3](=[O:33])[C:4]1[CH:9]=[CH:8][C:7]([CH2:10][N:11]2[CH:15]=[C:14]([C:16]3[CH:21]=[CH:20][C:19]([Cl:22])=[CH:18][C:17]=3[Cl:23])[N:13]=[C:12]2/[CH:24]=[CH:25]/[C:26]2[CH:31]=[CH:30][C:29](Br)=[CH:28][CH:27]=2)=[CH:6][CH:5]=1.[C:34]([C:38]1[CH:43]=[CH:42][C:41](B(O)O)=[CH:40][CH:39]=1)([CH3:37])([CH3:36])[CH3:35], predict the reaction product. The product is: [CH3:1][O:2][C:3](=[O:33])[C:4]1[CH:9]=[CH:8][C:7]([CH2:10][N:11]2[CH:15]=[C:14]([C:16]3[CH:21]=[CH:20][C:19]([Cl:22])=[CH:18][C:17]=3[Cl:23])[N:13]=[C:12]2/[CH:24]=[CH:25]/[C:26]2[CH:31]=[CH:30][C:29]([C:41]3[CH:42]=[CH:43][C:38]([C:34]([CH3:37])([CH3:36])[CH3:35])=[CH:39][CH:40]=3)=[CH:28][CH:27]=2)=[CH:6][CH:5]=1. (3) Given the reactants C[O:2][C:3]([C:5]1[CH:19]=[CH:18][C:8]2[O:9][CH:10]=[C:11]([CH2:12][CH2:13][NH:14][C:15](=[O:17])[CH3:16])[C:7]=2[CH:6]=1)=[O:4].[OH-].[Na+], predict the reaction product. The product is: [C:15]([NH:14][CH2:13][CH2:12][C:11]1[C:7]2[CH:6]=[C:5]([C:3]([OH:4])=[O:2])[CH:19]=[CH:18][C:8]=2[O:9][CH:10]=1)(=[O:17])[CH3:16]. (4) Given the reactants [F:1][C:2]1[CH:7]=[C:6]([F:8])[CH:5]=[CH:4][C:3]=1[CH2:9][C:10]1[N:11]([CH2:18][C:19]2[CH:24]=[CH:23][CH:22]=[CH:21][CH:20]=2)[C:12](=[O:17])[CH2:13][C:14](=[O:16])[N:15]=1.Cl.FC1C=C(F)C=CC=1C[C:35](=[NH:39])[O:36]CC.C(N)C1C=CC=CC=1.C(N(C(C)C)CC)(C)C.C(OCC)(=O)[CH2:58][C:59]([O:61]CC)=[O:60].[O-]CC.[Na+], predict the reaction product. The product is: [F:1][C:2]1[CH:7]=[C:6]([F:8])[CH:5]=[CH:4][C:3]=1[CH2:9][C:10]1[N:11]([CH2:18][C:19]2[CH:24]=[CH:23][CH:22]=[CH:21][CH:20]=2)[C:12](=[O:17])[C:13]([C:35]([NH:39][CH2:58][C:59]([OH:61])=[O:60])=[O:36])=[C:14]([OH:16])[N:15]=1.